This data is from Full USPTO retrosynthesis dataset with 1.9M reactions from patents (1976-2016). The task is: Predict the reactants needed to synthesize the given product. (1) Given the product [C:1]([O:5][C:6]([NH:8][CH2:9][C@H:10]1[CH2:15][CH2:14][C@H:13]([C:16]([NH:18][C@@H:19]([CH2:24][C:25]2[CH:26]=[CH:27][C:28]([C:31]3[CH:36]=[CH:35][C:34]([C:37](=[O:42])[NH:38][CH:39]([CH3:40])[CH3:41])=[CH:33][C:32]=3[CH3:43])=[CH:29][CH:30]=2)[C:20]([OH:22])=[O:21])=[O:17])[CH2:12][CH2:11]1)=[O:7])([CH3:2])([CH3:3])[CH3:4], predict the reactants needed to synthesize it. The reactants are: [C:1]([O:5][C:6]([NH:8][CH2:9][C@H:10]1[CH2:15][CH2:14][C@H:13]([C:16]([NH:18][C@@H:19]([CH2:24][C:25]2[CH:30]=[CH:29][C:28]([C:31]3[CH:36]=[CH:35][C:34]([C:37](=[O:42])[NH:38][CH:39]([CH3:41])[CH3:40])=[CH:33][C:32]=3[CH3:43])=[CH:27][CH:26]=2)[C:20]([O:22]C)=[O:21])=[O:17])[CH2:12][CH2:11]1)=[O:7])([CH3:4])([CH3:3])[CH3:2].O.[OH-].[Li+].Cl.[Cl-].[NH4+]. (2) Given the product [Cl:44][C:38]1[CH:39]=[C:40]([Cl:43])[CH:41]=[CH:42][C:37]=1[C@H:36]1[CH2:35][N:34]([CH:45]([CH3:47])[CH3:46])[CH2:33][C@@H:32]1[C:30]([N:27]1[CH2:28][CH2:29][N:24]([C:18]2[C:19]([F:23])=[CH:20][CH:21]=[CH:22][C:17]=2[C@@H:13]([NH:12][C:53](=[O:54])[CH2:52][CH2:51][N:50]([CH3:56])[CH3:49])[CH:14]([CH3:16])[CH3:15])[CH2:25][CH2:26]1)=[O:31], predict the reactants needed to synthesize it. The reactants are: C1C=CC2N(O)N=NC=2C=1.Cl.[NH2:12][C@H:13]([C:17]1[CH:22]=[CH:21][CH:20]=[C:19]([F:23])[C:18]=1[N:24]1[CH2:29][CH2:28][N:27]([C:30]([CH:32]2[CH:36]([C:37]3[CH:42]=[CH:41][C:40]([Cl:43])=[CH:39][C:38]=3[Cl:44])[CH2:35][N:34]([CH:45]([CH3:47])[CH3:46])[CH2:33]2)=[O:31])[CH2:26][CH2:25]1)[CH:14]([CH3:16])[CH3:15].Cl.[CH3:49][N:50]([CH3:56])[CH2:51][CH2:52][C:53](O)=[O:54].CCN(C(C)C)C(C)C.C(Cl)CCl. (3) Given the product [C:40]([O:39][C:37]([N:33]([C:30]1[C:29]([C:44]#[C:45][Si:46]([CH3:47])([CH3:49])[CH3:48])=[N:28][C:27]([Br:26])=[CH:32][N:31]=1)[C:34](=[O:35])[O:36][C:16]([CH3:17])([CH3:21])[CH3:15])=[O:38])([CH3:42])([CH3:43])[CH3:41], predict the reactants needed to synthesize it. The reactants are: BrC1N=C(C#C[Si](C)(C)C)C(N)=NC=1.[CH3:15][C:16]1[CH:17]=CC(S(O)(=O)=O)=C[CH:21]=1.[Br:26][C:27]1[N:28]=[C:29]([C:44]#[C:45][Si:46]([CH3:49])([CH3:48])[CH3:47])[C:30]([N:33]([C:37]([O:39][C:40]([CH3:43])([CH3:42])[CH3:41])=[O:38])[C:34](=[O:36])[O-:35])=[N:31][CH:32]=1.CC(OC(OC(OC(C)(C)C)=O)=O)(C)C.C. (4) Given the product [Cl:26][C:23]1[CH:24]=[CH:25][C:20]([C:18]([NH:17][CH:13]([CH2:12][C:7]2[C:5]3[C:4](=[CH:3][CH:2]=[CH:1][CH:6]=3)[NH:11][C:9](=[O:10])[CH:8]=2)[C:14]([O:16][CH2:31][CH2:30][CH2:29][N:28]([CH3:33])[CH3:27])=[O:15])=[O:19])=[CH:21][CH:22]=1, predict the reactants needed to synthesize it. The reactants are: [CH:1]1[CH:2]=[CH:3][C:4]2[NH:11][C:9](=[O:10])[CH:8]=[C:7]([CH2:12][CH:13]([NH:17][C:18]([C:20]3[CH:21]=[CH:22][C:23]([Cl:26])=[CH:24][CH:25]=3)=[O:19])[C:14]([OH:16])=[O:15])[C:5]=2[CH:6]=1.[CH3:27][N:28]([CH3:33])[CH2:29][CH2:30][CH2:31]O. (5) Given the product [CH3:3][N:31]1[CH:30]=[C:29]([C:27]2[CH:26]=[CH:25][C:24]3[C:18]4[N:19]([CH:35]=[C:16]([C:15]5[N:11]([CH:8]([CH3:10])[CH3:9])[N:12]=[CH:13][N:14]=5)[N:17]=4)[CH2:20][CH2:21][O:22][C:23]=3[CH:28]=2)[N:33]=[C:32]1[CH3:34], predict the reactants needed to synthesize it. The reactants are: [H-].[Na+].[CH3:3]N(C=O)C.[CH:8]([N:11]1[C:15]([C:16]2[N:17]=[C:18]3[C:24]4[CH:25]=[CH:26][C:27]([C:29]5[NH:33][C:32]([CH3:34])=[N:31][CH:30]=5)=[CH:28][C:23]=4[O:22][CH2:21][CH2:20][N:19]3[CH:35]=2)=[N:14][CH:13]=[N:12]1)([CH3:10])[CH3:9].IC. (6) Given the product [CH:1]1([CH:4]2[CH2:5][C:6](=[O:7])[C:8]3[C:9](=[CH:10][C:11]([O:14][CH3:15])=[CH:12][CH:13]=3)[O:16]2)[CH2:3][CH2:2]1, predict the reactants needed to synthesize it. The reactants are: [CH:1]1([CH:4]=[CH:5][C:6]([C:8]2[CH:13]=[CH:12][C:11]([O:14][CH3:15])=[CH:10][C:9]=2[OH:16])=[O:7])[CH2:3][CH2:2]1.Cl. (7) Given the product [Cl:10][Si:11]([Cl:13])([Cl:12])[CH:6]([C:5]1[CH:8]=[CH:9][C:2]([CH3:1])=[CH:3][CH:4]=1)[CH2:7][Si:11]([Cl:13])([Cl:12])[Cl:10].[CH3:1][C:2]1[CH:9]=[CH:8][C:5]([CH2:6][CH2:7][Si:11]([Cl:13])([Cl:12])[Cl:10])=[CH:4][CH:3]=1, predict the reactants needed to synthesize it. The reactants are: [CH3:1][C:2]1[CH:9]=[CH:8][C:5]([CH:6]=[CH2:7])=[CH:4][CH:3]=1.[Cl:10][SiH:11]([Cl:13])[Cl:12]. (8) Given the product [C:10]([O:8][C:5]1[CH:6]=[CH:7][C:2]([Cl:1])=[C:3]([CH3:9])[CH:4]=1)(=[O:12])[CH3:11], predict the reactants needed to synthesize it. The reactants are: [Cl:1][C:2]1[CH:7]=[CH:6][C:5]([OH:8])=[CH:4][C:3]=1[CH3:9].[C:10](OC(=O)C)(=[O:12])[CH3:11]. (9) Given the product [CH3:1][S:2]([O:6][CH2:7][CH:8]1[CH2:11][N:10]([C:12]([O:14][C:15]([CH3:18])([CH3:17])[CH3:16])=[O:13])[CH2:9]1)(=[O:4])=[O:3], predict the reactants needed to synthesize it. The reactants are: [CH3:1][S:2](Cl)(=[O:4])=[O:3].[OH:6][CH2:7][CH:8]1[CH2:11][N:10]([C:12]([O:14][C:15]([CH3:18])([CH3:17])[CH3:16])=[O:13])[CH2:9]1.C(N(CC)CC)C.ClCCl. (10) Given the product [N:30]([CH2:33][C:34]([C:36]1[CH:37]=[CH:38][C:39]2[N:43]=[C:42]([C@@H:44]3[CH2:48][CH2:47][CH2:46][N:45]3[C:54](=[O:55])[C@H:53]([N:52]([CH3:51])[CH3:63])[C:57]3[CH:62]=[CH:61][CH:60]=[CH:59][CH:58]=3)[NH:41][C:40]=2[CH:49]=1)=[O:35])=[N+:31]=[N-:32], predict the reactants needed to synthesize it. The reactants are: CN(C(ON1N=NC2C=CC=NC1=2)=[N+](C)C)C.F[P-](F)(F)(F)(F)F.Cl.Cl.C(=O)C.[N:30]([CH2:33][C:34]([C:36]1[CH:37]=[CH:38][C:39]2[N:43]=[C:42]([C@@H:44]3[CH2:48][CH2:47][CH2:46][NH:45]3)[NH:41][C:40]=2[CH:49]=1)=[O:35])=[N+:31]=[N-:32].Cl.[CH3:51][N:52]([CH3:63])[C@H:53]([C:57]1[CH:62]=[CH:61][CH:60]=[CH:59][CH:58]=1)[C:54](O)=[O:55].CCN(C(C)C)C(C)C.